This data is from NCI-60 drug combinations with 297,098 pairs across 59 cell lines. The task is: Regression. Given two drug SMILES strings and cell line genomic features, predict the synergy score measuring deviation from expected non-interaction effect. (1) Drug 1: C1=CC(=CC=C1CC(C(=O)O)N)N(CCCl)CCCl.Cl. Drug 2: C(=O)(N)NO. Cell line: SN12C. Synergy scores: CSS=7.43, Synergy_ZIP=-5.47, Synergy_Bliss=-4.55, Synergy_Loewe=-18.3, Synergy_HSA=-5.90. (2) Synergy scores: CSS=4.35, Synergy_ZIP=-3.96, Synergy_Bliss=-7.95, Synergy_Loewe=-3.52, Synergy_HSA=-5.87. Drug 2: C1=NNC2=C1C(=O)NC=N2. Cell line: OVCAR3. Drug 1: C1=NC2=C(N=C(N=C2N1C3C(C(C(O3)CO)O)O)F)N. (3) Drug 1: CC1=C2C(C(=O)C3(C(CC4C(C3C(C(C2(C)C)(CC1OC(=O)C(C(C5=CC=CC=C5)NC(=O)OC(C)(C)C)O)O)OC(=O)C6=CC=CC=C6)(CO4)OC(=O)C)O)C)O. Drug 2: CC1C(C(CC(O1)OC2CC(CC3=C2C(=C4C(=C3O)C(=O)C5=CC=CC=C5C4=O)O)(C(=O)C)O)N)O. Cell line: HS 578T. Synergy scores: CSS=55.5, Synergy_ZIP=-1.90, Synergy_Bliss=-2.84, Synergy_Loewe=3.53, Synergy_HSA=4.49.